This data is from Full USPTO retrosynthesis dataset with 1.9M reactions from patents (1976-2016). The task is: Predict the reactants needed to synthesize the given product. (1) Given the product [CH3:55][N:56]([CH3:60])[CH2:57][CH2:58][NH:59][C:18]([C:17]1[CH:16]=[C:15]([CH:10]2[C:9]([CH3:24])([CH3:25])[CH2:8][C:7]3[C:12](=[CH:13][CH:14]=[C:5]([C:3]([O:2][CH3:1])=[O:4])[CH:6]=3)[NH:11]2)[CH:23]=[CH:22][CH:21]=1)=[O:19], predict the reactants needed to synthesize it. The reactants are: [CH3:1][O:2][C:3]([C:5]1[CH:6]=[C:7]2[C:12](=[CH:13][CH:14]=1)[NH:11][CH:10]([C:15]1[CH:16]=[C:17]([CH:21]=[CH:22][CH:23]=1)[C:18](O)=[O:19])[C:9]([CH3:25])([CH3:24])[CH2:8]2)=[O:4].ON1C2C=CC=CC=2N=N1.CN(C)CCCN=C=NCC.Cl.CN1CCOCC1.[CH3:55][N:56]([CH3:60])[CH2:57][CH2:58][NH2:59]. (2) Given the product [CH2:33]([C:30]1[CH:29]=[N:28][C:27]([N:23]2[CH2:24][CH2:25][CH:20]([CH:18]3[O:17][C:14]4=[CH:15][N:16]=[C:11]([C:8]5[CH2:9][CH2:10][N:5]([S:2]([CH3:1])(=[O:3])=[O:4])[CH2:6][CH:7]=5)[CH:12]=[C:13]4[CH2:19]3)[CH2:21][CH2:22]2)=[N:32][CH:31]=1)[CH3:34], predict the reactants needed to synthesize it. The reactants are: [CH3:1][S:2]([N:5]1[CH2:10][CH:9]=[C:8]([C:11]2[CH:12]=[C:13]3[CH2:19][CH:18]([CH:20]4[CH2:25][CH2:24][NH:23][CH2:22][CH2:21]4)[O:17][C:14]3=[CH:15][N:16]=2)[CH2:7][CH2:6]1)(=[O:4])=[O:3].Cl[C:27]1[N:32]=[CH:31][C:30]([CH2:33][CH3:34])=[CH:29][N:28]=1. (3) Given the product [Br:1][C:2]1[C:3]([N:17]2[CH2:22][CH2:21][CH2:20][CH2:19][CH2:18]2)=[C:4]([CH:10]=[C:11]([C:13]([F:15])([F:16])[F:14])[CH:12]=1)[C:5]([OH:7])=[O:6], predict the reactants needed to synthesize it. The reactants are: [Br:1][C:2]1[C:3]([N:17]2[CH2:22][CH2:21][CH2:20][CH2:19][CH2:18]2)=[C:4]([CH:10]=[C:11]([C:13]([F:16])([F:15])[F:14])[CH:12]=1)[C:5]([O:7]CC)=[O:6].[OH-].[K+].